From a dataset of Catalyst prediction with 721,799 reactions and 888 catalyst types from USPTO. Predict which catalyst facilitates the given reaction. (1) Reactant: [C:1]([N:11]1[CH2:18][C@H:17]([OH:19])[CH2:16][C@H:12]1[C:13]([OH:15])=[O:14])([O:3][CH2:4][C:5]1[CH:10]=[CH:9][CH:8]=[CH:7][CH:6]=1)=[O:2].[CH3:20][C:21](C)=O.OS(O)(=O)=O.O=[Cr](=O)=O.C(Cl)Cl.C(N1CC(=O)C[C@H]1C(O)=O)(OCC1C=CC=CC=1)=O. Product: [CH2:20]([O:14][C:13](=[O:15])[C@@H:12]1[CH2:16][C:17](=[O:19])[CH2:18][N:11]1[C:1]([O:3][CH2:4][C:5]1[CH:6]=[CH:7][CH:8]=[CH:9][CH:10]=1)=[O:2])[CH3:21]. The catalyst class is: 21. (2) Reactant: C([Li])CCC.[C:6](#[N:8])[CH3:7].Br[C:10]1[CH:15]=[CH:14][CH:13]=[C:12]([C:16]2[C:21]([CH3:22])=[CH:20][C:19]([CH3:23])=[CH:18][C:17]=2[CH3:24])[N:11]=1. Product: [C:17]1([CH3:24])[CH:18]=[C:19]([CH3:23])[CH:20]=[C:21]([CH3:22])[C:16]=1[C:12]1[N:11]=[C:10]([CH2:7][C:6]#[N:8])[CH:15]=[CH:14][CH:13]=1. The catalyst class is: 7. (3) Reactant: P(Cl)(Cl)(Cl)(Cl)[Cl:2].[F:7][C:8]([F:19])([F:18])[CH2:9][C:10]1[CH:15]=[CH:14][C:13]([CH2:16]O)=[CH:12][CH:11]=1.O. Product: [Cl:2][CH2:16][C:13]1[CH:14]=[CH:15][C:10]([CH2:9][C:8]([F:19])([F:18])[F:7])=[CH:11][CH:12]=1. The catalyst class is: 22. (4) Reactant: [O:1]=[C:2]1[C:6]2([CH2:11][CH2:10][N:9]([C:12]([O:14][C:15]([CH3:18])([CH3:17])[CH3:16])=[O:13])[CH2:8][CH2:7]2)[O:5][C:4]([C:19]2[CH:24]=[CH:23][N:22]=[CH:21][CH:20]=2)=[CH:3]1.[Br:25]NC(=O)CCC(N)=O.C1C(=O)N(Br)C(=O)C1. Product: [Br:25][C:3]1[C:2](=[O:1])[C:6]2([CH2:11][CH2:10][N:9]([C:12]([O:14][C:15]([CH3:18])([CH3:17])[CH3:16])=[O:13])[CH2:8][CH2:7]2)[O:5][C:4]=1[C:19]1[CH:24]=[CH:23][N:22]=[CH:21][CH:20]=1. The catalyst class is: 22. (5) Reactant: [F:1][C:2]1[C:7]([OH:8])=[CH:6][CH:5]=[C:4]([F:9])[C:3]=1[NH:10][C:11](=O)[C:12]1[CH:17]=[C:16]([CH3:18])[CH:15]=[C:14]([C:19]2[CH:24]=[CH:23][CH:22]=[C:21]([F:25])[CH:20]=2)[C:13]=1[F:26].B.O. Product: [F:1][C:2]1[C:3]([NH:10][CH2:11][C:12]2[CH:17]=[C:16]([CH3:18])[CH:15]=[C:14]([C:19]3[CH:24]=[CH:23][CH:22]=[C:21]([F:25])[CH:20]=3)[C:13]=2[F:26])=[C:4]([F:9])[CH:5]=[CH:6][C:7]=1[OH:8]. The catalyst class is: 1. (6) The catalyst class is: 4. Reactant: C([O-])(=O)C.[Na+].C1C=C[NH+]=CC=1.[O-][Cr](Cl)(=O)=O.[CH3:17][C:18]1([CH3:35])[CH2:23][CH2:22][C:21]([CH:24]([CH3:27])[CH2:25][OH:26])=[C:20]2[C:28]([CH3:34])([CH3:33])[CH:29]3[CH2:32][C:19]12[CH2:31][CH2:30]3. Product: [CH3:35][C:18]1([CH3:17])[CH2:23][CH2:22][C:21]([CH:24]([CH3:27])[CH:25]=[O:26])=[C:20]2[C:28]([CH3:34])([CH3:33])[CH:29]3[CH2:32][C:19]12[CH2:31][CH2:30]3. (7) Reactant: C[O:2][C:3](=[O:21])[CH2:4][CH2:5][CH2:6][CH2:7][C:8]1[O:9][C:10]([C:13]2[CH:18]=[CH:17][CH:16]=[CH:15][C:14]=2[O:19][CH3:20])=[CH:11][N:12]=1.[Li+].[OH-].Cl. Product: [CH3:20][O:19][C:14]1[CH:15]=[CH:16][CH:17]=[CH:18][C:13]=1[C:10]1[O:9][C:8]([CH2:7][CH2:6][CH2:5][CH2:4][C:3]([OH:21])=[O:2])=[N:12][CH:11]=1. The catalyst class is: 38.